From a dataset of Full USPTO retrosynthesis dataset with 1.9M reactions from patents (1976-2016). Predict the reactants needed to synthesize the given product. Given the product [N:1]1([CH2:6][CH2:7][N:8]2[C:17]3[C:12](=[CH:13][CH:14]=[CH:15][CH:16]=3)[CH2:11][CH2:10][CH2:9]2)[CH2:2][CH2:3][CH2:4][CH2:5]1, predict the reactants needed to synthesize it. The reactants are: [N:1]1([CH2:6][CH2:7][N:8]2[C:17]3[C:12](=[CH:13][CH:14]=[CH:15][CH:16]=3)[CH2:11][CH2:10][C:9]2=O)[CH2:5][CH2:4][CH2:3][CH2:2]1.[H-].[H-].[H-].[H-].[Li+].[Al+3].[OH-].[Na+].[O-]S([O-])(=O)=O.[Na+].[Na+].